Dataset: NCI-60 drug combinations with 297,098 pairs across 59 cell lines. Task: Regression. Given two drug SMILES strings and cell line genomic features, predict the synergy score measuring deviation from expected non-interaction effect. (1) Drug 1: C1CCC(C(C1)N)N.C(=O)(C(=O)[O-])[O-].[Pt+4]. Drug 2: C1CN(P(=O)(OC1)NCCCl)CCCl. Cell line: U251. Synergy scores: CSS=3.83, Synergy_ZIP=-24.9, Synergy_Bliss=-52.2, Synergy_Loewe=-52.3, Synergy_HSA=-51.6. (2) Synergy scores: CSS=0.349, Synergy_ZIP=-0.713, Synergy_Bliss=-1.22, Synergy_Loewe=1.17, Synergy_HSA=-3.39. Drug 2: CS(=O)(=O)OCCCCOS(=O)(=O)C. Drug 1: CC1=CC=C(C=C1)C2=CC(=NN2C3=CC=C(C=C3)S(=O)(=O)N)C(F)(F)F. Cell line: NCIH23. (3) Drug 1: CCCS(=O)(=O)NC1=C(C(=C(C=C1)F)C(=O)C2=CNC3=C2C=C(C=N3)C4=CC=C(C=C4)Cl)F. Drug 2: CC(C)CN1C=NC2=C1C3=CC=CC=C3N=C2N. Cell line: SN12C. Synergy scores: CSS=-4.57, Synergy_ZIP=1.83, Synergy_Bliss=-0.893, Synergy_Loewe=-1.39, Synergy_HSA=-3.31. (4) Drug 1: COC1=C(C=C2C(=C1)N=CN=C2NC3=CC(=C(C=C3)F)Cl)OCCCN4CCOCC4. Drug 2: C(=O)(N)NO. Cell line: MOLT-4. Synergy scores: CSS=22.4, Synergy_ZIP=-6.73, Synergy_Bliss=-4.82, Synergy_Loewe=-13.3, Synergy_HSA=-4.48. (5) Drug 1: C1=CC(=CC=C1CCCC(=O)O)N(CCCl)CCCl. Drug 2: C1=NC2=C(N1)C(=S)N=C(N2)N. Cell line: SF-539. Synergy scores: CSS=33.7, Synergy_ZIP=-8.36, Synergy_Bliss=-6.02, Synergy_Loewe=-1.24, Synergy_HSA=0.882. (6) Drug 1: CS(=O)(=O)C1=CC(=C(C=C1)C(=O)NC2=CC(=C(C=C2)Cl)C3=CC=CC=N3)Cl. Drug 2: COCCOC1=C(C=C2C(=C1)C(=NC=N2)NC3=CC=CC(=C3)C#C)OCCOC.Cl. Cell line: 786-0. Synergy scores: CSS=8.28, Synergy_ZIP=-4.28, Synergy_Bliss=1.21, Synergy_Loewe=1.13, Synergy_HSA=2.52. (7) Drug 1: CC1=C(C=C(C=C1)NC2=NC=CC(=N2)N(C)C3=CC4=NN(C(=C4C=C3)C)C)S(=O)(=O)N.Cl. Drug 2: CCN(CC)CCCC(C)NC1=C2C=C(C=CC2=NC3=C1C=CC(=C3)Cl)OC. Cell line: T-47D. Synergy scores: CSS=19.8, Synergy_ZIP=-0.404, Synergy_Bliss=3.71, Synergy_Loewe=0.523, Synergy_HSA=3.28. (8) Drug 1: CC(C1=C(C=CC(=C1Cl)F)Cl)OC2=C(N=CC(=C2)C3=CN(N=C3)C4CCNCC4)N. Drug 2: C1=CC(=CC=C1CCC2=CNC3=C2C(=O)NC(=N3)N)C(=O)NC(CCC(=O)O)C(=O)O. Cell line: ACHN. Synergy scores: CSS=24.4, Synergy_ZIP=-4.95, Synergy_Bliss=-1.47, Synergy_Loewe=-2.36, Synergy_HSA=0.453. (9) Drug 1: CC1=C(C(=O)C2=C(C1=O)N3CC4C(C3(C2COC(=O)N)OC)N4)N. Drug 2: CCC1(C2=C(COC1=O)C(=O)N3CC4=CC5=C(C=CC(=C5CN(C)C)O)N=C4C3=C2)O.Cl. Cell line: SW-620. Synergy scores: CSS=-3.47, Synergy_ZIP=-10.5, Synergy_Bliss=-25.5, Synergy_Loewe=-39.9, Synergy_HSA=-26.0. (10) Drug 2: COC1=C(C=C2C(=C1)N=CN=C2NC3=CC(=C(C=C3)F)Cl)OCCCN4CCOCC4. Cell line: OVCAR-4. Synergy scores: CSS=24.1, Synergy_ZIP=-7.21, Synergy_Bliss=-2.40, Synergy_Loewe=0.908, Synergy_HSA=1.23. Drug 1: CN1CCC(CC1)COC2=C(C=C3C(=C2)N=CN=C3NC4=C(C=C(C=C4)Br)F)OC.